From a dataset of Peptide-MHC class I binding affinity with 185,985 pairs from IEDB/IMGT. Regression. Given a peptide amino acid sequence and an MHC pseudo amino acid sequence, predict their binding affinity value. This is MHC class I binding data. (1) The peptide sequence is MMFDAMGAL. The MHC is HLA-A03:01 with pseudo-sequence HLA-A03:01. The binding affinity (normalized) is 0.336. (2) The peptide sequence is IISDLSIFI. The MHC is HLA-A02:11 with pseudo-sequence HLA-A02:11. The binding affinity (normalized) is 1.00. (3) The peptide sequence is KYMRSGWGW. The MHC is HLA-B07:02 with pseudo-sequence HLA-B07:02. The binding affinity (normalized) is 0. (4) The binding affinity (normalized) is 0.770. The peptide sequence is GLQADAPHL. The MHC is HLA-A02:12 with pseudo-sequence HLA-A02:12. (5) The peptide sequence is SLYSGFPSL. The MHC is HLA-A02:12 with pseudo-sequence HLA-A02:12. The binding affinity (normalized) is 1.00. (6) The peptide sequence is SAGFSLWIY. The MHC is HLA-A03:01 with pseudo-sequence HLA-A03:01. The binding affinity (normalized) is 0.413. (7) The peptide sequence is GAAIGLAWI. The MHC is HLA-A24:02 with pseudo-sequence HLA-A24:02. The binding affinity (normalized) is 0.122. (8) The peptide sequence is YMGLVKKAK. The MHC is HLA-A30:01 with pseudo-sequence HLA-A30:01. The binding affinity (normalized) is 0.597. (9) The peptide sequence is EIDVSEVKTL. The MHC is HLA-A02:01 with pseudo-sequence HLA-A02:01. The binding affinity (normalized) is 0. (10) The peptide sequence is PVYISQFSY. The MHC is HLA-A68:02 with pseudo-sequence HLA-A68:02. The binding affinity (normalized) is 0.193.